The task is: Predict the reactants needed to synthesize the given product.. This data is from Full USPTO retrosynthesis dataset with 1.9M reactions from patents (1976-2016). (1) The reactants are: [F:1][C:2]1[CH:7]=[CH:6][C:5]([S:8][CH2:9][CH:10]2[CH2:15][CH2:14][CH:13]([CH3:16])[CH2:12][CH:11]2[C:17]([OH:19])=O)=[CH:4][CH:3]=1.C1CN([P+](O[N:37]2N=[N:44][C:39]3C=CC=C[C:38]2=3)(N2CCCC2)N2CCCC2)CC1.F[P-](F)(F)(F)(F)F.Cl.NCC#N.C(N(CC)CC)C.C(=O)([O-])O.[Na+]. Given the product [C:38]([CH2:39][NH:44][C:17]([CH:11]1[CH2:12][CH:13]([CH3:16])[CH2:14][CH2:15][CH:10]1[CH2:9][S:8][C:5]1[CH:4]=[CH:3][C:2]([F:1])=[CH:7][CH:6]=1)=[O:19])#[N:37], predict the reactants needed to synthesize it. (2) Given the product [CH2:1]([C:3]1[CH:8]=[CH:7][N:6]=[C:5]([NH:9][CH3:10])[CH:4]=1)[CH3:2], predict the reactants needed to synthesize it. The reactants are: [CH2:1]([C:3]1[CH:8]=[CH:7][N:6]=[C:5]([NH2:9])[CH:4]=1)[CH3:2].[CH2:10]=O.C[O-].[Na+].[BH4-].[Na+].